From a dataset of Forward reaction prediction with 1.9M reactions from USPTO patents (1976-2016). Predict the product of the given reaction. (1) Given the reactants C[O:2][C:3]([C:5]1[C:6]([C:24]2[CH:29]=[CH:28][C:27]([C:30](O)=[O:31])=[CH:26][CH:25]=2)=[CH:7][CH:8]=[C:9]([C:11]2[S:12][CH:13]=[C:14]([C:16]3[CH:21]=[CH:20][C:19]([Cl:22])=[C:18]([Cl:23])[CH:17]=3)[N:15]=2)[CH:10]=1)=[O:4].[NH2:33][CH2:34][CH2:35][C:36]1[CH:37]=[N:38][CH:39]=[CH:40][CH:41]=1, predict the reaction product. The product is: [Cl:23][C:18]1[CH:17]=[C:16]([C:14]2[N:15]=[C:11]([C:9]3[CH:10]=[C:5]([C:3]([OH:4])=[O:2])[C:6]([C:24]4[CH:29]=[CH:28][C:27]([C:30](=[O:31])[NH:33][CH2:34][CH2:35][C:36]5[CH:37]=[N:38][CH:39]=[CH:40][CH:41]=5)=[CH:26][CH:25]=4)=[CH:7][CH:8]=3)[S:12][CH:13]=2)[CH:21]=[CH:20][C:19]=1[Cl:22]. (2) Given the reactants [ClH:1].C(OCC)C.[F:7][C:8]1[CH:41]=[CH:40][C:11]2[N:12]([CH2:21][C@H:22]3[CH2:26][CH2:25][CH2:24][N:23]3[CH2:27][CH2:28][C:29]3[CH:34]=[CH:33][C:32]([N:35]4[CH2:39][CH2:38][CH2:37][CH2:36]4)=[CH:31][CH:30]=3)[C:13]3[CH:20]=[CH:19][CH:18]=[CH:17][C:14]=3[O:15][CH2:16][C:10]=2[CH:9]=1, predict the reaction product. The product is: [ClH:1].[ClH:1].[F:7][C:8]1[CH:41]=[CH:40][C:11]2[N:12]([CH2:21][C@H:22]3[CH2:26][CH2:25][CH2:24][N:23]3[CH2:27][CH2:28][C:29]3[CH:30]=[CH:31][C:32]([N:35]4[CH2:36][CH2:37][CH2:38][CH2:39]4)=[CH:33][CH:34]=3)[C:13]3[CH:20]=[CH:19][CH:18]=[CH:17][C:14]=3[O:15][CH2:16][C:10]=2[CH:9]=1. (3) Given the reactants [CH3:1][C:2]1[CH:10]=[CH:9][C:8]([C:11]([F:14])([F:13])[F:12])=[CH:7][C:3]=1[C:4]([OH:6])=[O:5].[N+:15]([O-])([OH:17])=[O:16].O, predict the reaction product. The product is: [CH3:1][C:2]1[C:10]([N+:15]([O-:17])=[O:16])=[CH:9][C:8]([C:11]([F:12])([F:13])[F:14])=[CH:7][C:3]=1[C:4]([OH:6])=[O:5]. (4) Given the reactants Cl.[CH:2]1([CH2:5][O:6][C:7]2[CH:12]=[C:11]([F:13])[C:10]([O:14][CH3:15])=[CH:9][C:8]=2[C:16]2[CH:21]=[CH:20][N:19]=[C:18]3[C:22]([C:26]([NH:28][C@H:29]4[C@H:33]([OH:34])[CH2:32][NH:31][CH2:30]4)=[O:27])=[C:23]([CH3:25])[NH:24][C:17]=23)[CH2:4][CH2:3]1.C([O:38][CH2:39][C:40](Cl)=[O:41])(=O)C, predict the reaction product. The product is: [CH:2]1([CH2:5][O:6][C:7]2[CH:12]=[C:11]([F:13])[C:10]([O:14][CH3:15])=[CH:9][C:8]=2[C:16]2[CH:21]=[CH:20][N:19]=[C:18]3[C:22]([C:26]([NH:28][C@H:29]4[C@H:33]([OH:34])[CH2:32][N:31]([C:39](=[O:38])[CH2:40][OH:41])[CH2:30]4)=[O:27])=[C:23]([CH3:25])[NH:24][C:17]=23)[CH2:4][CH2:3]1. (5) Given the reactants [Cl:1][C:2]1[C:7]([F:8])=[C:6]([F:9])[CH:5]=[CH:4][C:3]=1[CH2:10][NH:11][C:12]([CH:14]1[CH2:18][NH:17][C:16](=[O:19])[N:15]1[CH3:20])=[O:13].Br[C:22]1[N:23]([CH3:27])[CH:24]=[CH:25][N:26]=1.P([O-])([O-])([O-])=O.[K+].[K+].[K+].CN(C)[C@@H]1CCCC[C@H]1N, predict the reaction product. The product is: [Cl:1][C:2]1[C:7]([F:8])=[C:6]([F:9])[CH:5]=[CH:4][C:3]=1[CH2:10][NH:11][C:12]([CH:14]1[CH2:18][N:17]([C:22]2[N:23]([CH3:27])[CH:24]=[CH:25][N:26]=2)[C:16](=[O:19])[N:15]1[CH3:20])=[O:13].